This data is from Forward reaction prediction with 1.9M reactions from USPTO patents (1976-2016). The task is: Predict the product of the given reaction. (1) Given the reactants [CH2:1]([O:8][C:9]1[CH:14]=[CH:13][C:12]([CH2:15][CH2:16][NH:17][C:18](=[O:27])[CH2:19][C:20]2[CH:25]=[CH:24][C:23]([Cl:26])=[CH:22][CH:21]=2)=[CH:11][C:10]=1[O:28][CH3:29])[C:2]1[CH:7]=[CH:6][CH:5]=[CH:4][CH:3]=1.[C:30]([O:34]C(N(C)C)N(C)C)(C)(C)C.Cl, predict the reaction product. The product is: [CH2:1]([O:8][C:9]1[CH:14]=[CH:13][C:12]([CH2:15][CH2:16][NH:17][C:18](=[O:27])[C:19]([C:20]2[CH:21]=[CH:22][C:23]([Cl:26])=[CH:24][CH:25]=2)=[CH:30][OH:34])=[CH:11][C:10]=1[O:28][CH3:29])[C:2]1[CH:3]=[CH:4][CH:5]=[CH:6][CH:7]=1. (2) The product is: [C:5]([C:9]1[CH:10]=[CH:11][C:12]([CH:15]([S:38][CH:33]2[CH2:37][CH2:36][CH2:35][CH2:34]2)[C:16]2[NH:21][C:20](=[O:22])[C:19]([Cl:24])=[CH:18][CH:17]=2)=[CH:13][CH:14]=1)([CH3:6])([CH3:7])[CH3:8]. Given the reactants [Cl-].[Al+3].[Cl-].[Cl-].[C:5]([C:9]1[CH:14]=[CH:13][C:12]([CH:15](OCC2CCCC2)[C:16]2[N:21]=[C:20]([O:22]C)[C:19]([Cl:24])=[CH:18][CH:17]=2)=[CH:11][CH:10]=1)([CH3:8])([CH3:7])[CH3:6].O.[CH:33]1([SH:38])[CH2:37][CH2:36][CH2:35][CH2:34]1, predict the reaction product. (3) Given the reactants [NH2:1][C:2]1[N:6]([C:7]2[CH:12]=[CH:11][C:10]([F:13])=[CH:9][CH:8]=2)[N:5]=[CH:4][C:3]=1[C:14]([NH:16][CH2:17][C:18]([CH2:24][NH:25][CH2:26][CH2:27][F:28])([OH:23])[C:19]([F:22])([F:21])[F:20])=[O:15].[F:29][C:30]1[CH:38]=[CH:37][CH:36]=[CH:35][C:31]=1[C:32](Cl)=[O:33].C(N(C(C)C)CC)(C)C, predict the reaction product. The product is: [NH2:1][C:2]1[N:6]([C:7]2[CH:12]=[CH:11][C:10]([F:13])=[CH:9][CH:8]=2)[N:5]=[CH:4][C:3]=1[C:14]([NH:16][CH2:17][C:18]([CH2:24][N:25]([CH2:26][CH2:27][F:28])[C:32]([C:31]1[CH:35]=[CH:36][CH:37]=[CH:38][C:30]=1[F:29])=[O:33])([OH:23])[C:19]([F:21])([F:22])[F:20])=[O:15]. (4) Given the reactants [C:1]([O:5][C:6](=[O:21])[NH:7][N:8]1[C:17]([CH3:18])=[CH:16][C:15]2[C:10](=[C:11]([F:19])[CH:12]=[CH:13][CH:14]=2)[C:9]1=[O:20])([CH3:4])([CH3:3])[CH3:2].[Br:22]N1C(=O)CCC1=O.CCOCC, predict the reaction product. The product is: [C:1]([O:5][C:6](=[O:21])[NH:7][N:8]1[C:17]([CH3:18])=[C:16]([Br:22])[C:15]2[C:10](=[C:11]([F:19])[CH:12]=[CH:13][CH:14]=2)[C:9]1=[O:20])([CH3:4])([CH3:2])[CH3:3]. (5) Given the reactants [O:1]=[C:2]1[CH:7]=[C:6]([O:8][CH:9]2[CH2:14][CH2:13][N:12](C(OC(C)(C)C)=O)[CH2:11][CH2:10]2)[CH:5]=[CH:4][NH:3]1.CS(C1C=CC(N2C=CC(OC3CCN(C(OC(C)(C)C)=O)CC3)=CC2=O)=CC=1)(=O)=O, predict the reaction product. The product is: [NH:12]1[CH2:13][CH2:14][CH:9]([O:8][C:6]2[CH:5]=[CH:4][NH:3][C:2](=[O:1])[CH:7]=2)[CH2:10][CH2:11]1. (6) Given the reactants [C:1]([C@H:9]1[CH2:14][CH2:13][C@H:12]([C:15]([NH:17][CH2:18][CH2:19][NH:20]C(=O)OC(C)(C)C)=[O:16])[CH2:11][CH2:10]1)(=[O:8])[C:2]1[CH:7]=[CH:6][CH:5]=[CH:4][CH:3]=1.[ClH:28], predict the reaction product. The product is: [ClH:28].[NH2:20][CH2:19][CH2:18][NH:17][C:15]([C@H:12]1[CH2:11][CH2:10][C@H:9]([C:1](=[O:8])[C:2]2[CH:3]=[CH:4][CH:5]=[CH:6][CH:7]=2)[CH2:14][CH2:13]1)=[O:16]. (7) Given the reactants C[O:2][C:3](=[O:16])[C:4]1[CH:9]=[CH:8][C:7]([N:10]2[CH2:15][CH2:14][NH:13][CH2:12][CH2:11]2)=[CH:6][CH:5]=1.[ClH:17], predict the reaction product. The product is: [ClH:17].[N:10]1([C:7]2[CH:6]=[CH:5][C:4]([C:3]([OH:16])=[O:2])=[CH:9][CH:8]=2)[CH2:11][CH2:12][NH:13][CH2:14][CH2:15]1.